Regression. Given a peptide amino acid sequence and an MHC pseudo amino acid sequence, predict their binding affinity value. This is MHC class I binding data. From a dataset of Peptide-MHC class I binding affinity with 185,985 pairs from IEDB/IMGT. (1) The peptide sequence is TPQDLNTML. The MHC is HLA-B35:03 with pseudo-sequence HLA-B35:03. The binding affinity (normalized) is 0.210. (2) The peptide sequence is QLTPHTKAV. The MHC is HLA-A24:02 with pseudo-sequence HLA-A24:02. The binding affinity (normalized) is 0. (3) The peptide sequence is GLVTLYLGV. The MHC is HLA-A02:03 with pseudo-sequence HLA-A02:03. The binding affinity (normalized) is 0.810.